Dataset: Reaction yield outcomes from USPTO patents with 853,638 reactions. Task: Predict the reaction yield, written as a fraction of the theoretical maximum amount of product (1.0 means a 100% yield; for example, 0.34 means a 34% yield). (1) The reactants are [C:1]([NH:11][C:12]1[CH:17]=[CH:16][C:15]([N:18]2[CH2:23][CH2:22][O:21][CH2:20][CH2:19]2)=[C:14]([F:24])[CH:13]=1)([O:3][CH2:4][C:5]1C=CC=CC=1)=[O:2].CC(C)([O-])C.[Li+].ClC[C@@H](O)[CH2:34][N:35]([CH2:43][C:44]1[CH:49]=[CH:48][CH:47]=[CH:46][CH:45]=1)[CH2:36][C:37]1[CH:42]=[CH:41][CH:40]=[CH:39][CH:38]=1.[Cl-].[NH4+]. The catalyst is C(OCC)(=O)C.CC(C)=O. The product is [CH2:43]([N:35]([CH2:34][C@@H:4]1[O:3][C:1](=[O:2])[N:11]([C:12]2[CH:17]=[CH:16][C:15]([N:18]3[CH2:19][CH2:20][O:21][CH2:22][CH2:23]3)=[C:14]([F:24])[CH:13]=2)[CH2:5]1)[CH2:36][C:37]1[CH:42]=[CH:41][CH:40]=[CH:39][CH:38]=1)[C:44]1[CH:49]=[CH:48][CH:47]=[CH:46][CH:45]=1. The yield is 0.600. (2) The reactants are Br[C:2]1[CH:7]=[CH:6][C:5]([CH:8]([OH:13])[C:9]([F:12])([F:11])[F:10])=[CH:4][CH:3]=1.[C:14]1([CH3:23])[CH:19]=[CH:18][CH:17]=[C:16](B(O)O)[CH:15]=1.C([O-])([O-])=O.[Na+].[Na+].C(C#N)(C)=O. The catalyst is Cl[Pd](Cl)([P](C1C=CC=CC=1)(C1C=CC=CC=1)C1C=CC=CC=1)[P](C1C=CC=CC=1)(C1C=CC=CC=1)C1C=CC=CC=1.C(Cl)Cl.O. The product is [F:10][C:9]([F:12])([F:11])[CH:8]([C:5]1[CH:6]=[CH:7][CH:2]=[CH:3][C:4]=1[C:16]1[CH:17]=[CH:18][CH:19]=[C:14]([CH3:23])[CH:15]=1)[OH:13]. The yield is 0.790. (3) The product is [CH3:1][O:2][C:3](=[O:22])[C:4]1[CH:9]=[C:8]([CH2:10][CH:11]([CH3:13])[CH3:12])[CH:7]=[C:6]([OH:14])[CH:5]=1. The catalyst is C(O)C.[OH-].[Pd+2].[OH-]. The yield is 1.00. The reactants are [CH3:1][O:2][C:3](=[O:22])[C:4]1[CH:9]=[C:8]([CH2:10][CH:11]([CH3:13])[CH3:12])[CH:7]=[C:6]([O:14]CC2C=CC=CC=2)[CH:5]=1. (4) The catalyst is C1(C)C=CC=CC=1.CCO. The yield is 0.240. The product is [CH:1]1([C@@H:4]([C:18]2[CH:23]=[CH:22][CH:21]=[CH:20][CH:19]=2)[NH:5][C:6]([C:8]2[CH:9]=[C:10]3[C:14](=[CH:15][CH:16]=2)[NH:13][N:12]=[C:11]3[C:33]2[CH:32]=[CH:31][C:30]([N:27]3[CH2:26][CH2:25][O:24][CH2:29][CH2:28]3)=[CH:35][CH:34]=2)=[O:7])[CH2:3][CH2:2]1. The reactants are [CH:1]1([C@@H:4]([C:18]2[CH:23]=[CH:22][CH:21]=[CH:20][CH:19]=2)[NH:5][C:6]([C:8]2[CH:9]=[C:10]3[C:14](=[CH:15][CH:16]=2)[NH:13][N:12]=[C:11]3I)=[O:7])[CH2:3][CH2:2]1.[O:24]1[CH2:29][CH2:28][N:27]([C:30]2[CH:35]=[CH:34][C:33](B3OC(C)(C)C(C)(C)O3)=[CH:32][CH:31]=2)[CH2:26][CH2:25]1.C([O-])([O-])=O.[Na+].[Na+]. (5) The reactants are [Br:1][C:2]1[CH:3]=[C:4]2[C:10]([CH3:11])=[N:9][N:8]([C:12]([O:14][C:15]([CH3:18])([CH3:17])[CH3:16])=[O:13])[C:5]2=[N:6][CH:7]=1.[Br:19]N1C(=O)CCC1=O.N(C(C)(C)C#N)=NC(C)(C)C#N. The catalyst is C(Cl)(Cl)(Cl)Cl. The product is [Br:1][C:2]1[CH:3]=[C:4]2[C:10]([CH2:11][Br:19])=[N:9][N:8]([C:12]([O:14][C:15]([CH3:18])([CH3:17])[CH3:16])=[O:13])[C:5]2=[N:6][CH:7]=1. The yield is 0.0660. (6) The reactants are C([O:3][C:4]([C:6]1[C:7]2[C:15]([CH3:16])=[N:14][N:13]([CH:17]3[CH2:22][CH2:21][CH2:20][CH2:19][O:18]3)[C:8]=2[N:9]=[C:10]([Br:12])[CH:11]=1)=O)C.[BH4-].[Li+].O.C(OCC)(=O)C. The catalyst is C1COCC1. The product is [Br:12][C:10]1[N:9]=[C:8]2[N:13]([CH:17]3[CH2:22][CH2:21][CH2:20][CH2:19][O:18]3)[N:14]=[C:15]([CH3:16])[C:7]2=[C:6]([CH2:4][OH:3])[CH:11]=1. The yield is 0.980. (7) The reactants are [CH2:1]([N:4]1[C:8]2[CH:9]=[CH:10][CH:11]=[CH:12][C:7]=2[NH:6][CH:5]1[CH2:13][C:14]#[N:15])[CH2:2][CH3:3].[Cl:16][C:17]1[N:22]=[C:21](Cl)[CH:20]=[CH:19][N:18]=1. No catalyst specified. The product is [Cl:16][C:17]1[N:22]=[C:21]([CH:13]([CH:5]2[N:4]([CH2:1][CH2:2][CH3:3])[C:8]3[CH:9]=[CH:10][CH:11]=[CH:12][C:7]=3[NH:6]2)[C:14]#[N:15])[CH:20]=[CH:19][N:18]=1. The yield is 0.660. (8) The reactants are [C:1]([O:5][C:6](=[O:16])[NH:7][C:8]1[CH:13]=[CH:12][C:11]([CH3:14])=[C:10]([OH:15])[CH:9]=1)([CH3:4])([CH3:3])[CH3:2].Br[C:18]1[CH:19]=[CH:20][C:21]([N+:24]([O-:26])=[O:25])=[N:22][CH:23]=1.C(=O)([O-])[O-].[Cs+].[Cs+].CN(C)C=O. The catalyst is O. The product is [C:1]([O:5][C:6](=[O:16])[NH:7][C:8]1[CH:13]=[CH:12][C:11]([CH3:14])=[C:10]([O:15][C:18]2[CH:23]=[N:22][C:21]([N+:24]([O-:26])=[O:25])=[CH:20][CH:19]=2)[CH:9]=1)([CH3:4])([CH3:2])[CH3:3]. The yield is 0.440.